The task is: Predict the reactants needed to synthesize the given product.. This data is from Full USPTO retrosynthesis dataset with 1.9M reactions from patents (1976-2016). (1) Given the product [OH:36][C:33]1([C:2]2[C:11]3[O:10][CH2:9][CH2:8][O:7][C:6]=3[C:5]([O:12][CH3:13])=[CH:4][CH:3]=2)[CH2:32][CH2:31][CH:30]([C:28]([O:27][CH2:25][CH3:26])=[O:29])[CH2:35][CH2:34]1, predict the reactants needed to synthesize it. The reactants are: Br[C:2]1[C:11]2[O:10][CH2:9][CH2:8][O:7][C:6]=2[C:5]([O:12][CH3:13])=[CH:4][CH:3]=1.CCCCCC.C([Li])CCC.[CH2:25]([O:27][C:28]([CH:30]1[CH2:35][CH2:34][C:33](=[O:36])[CH2:32][CH2:31]1)=[O:29])[CH3:26].Cl. (2) Given the product [ClH:1].[Cl:1][C:2]1[C:3]([NH:18][C:19]2[CH:29]=[CH:28][CH:27]=[CH:26][C:20]=2[C:21]([NH:23][O:24][CH3:25])=[O:22])=[CH:4][C:5]([NH:8][C:9]2[N:13]([CH:14]([CH3:15])[CH3:16])[N:12]=[C:11]([CH3:17])[CH:10]=2)=[N:6][CH:7]=1, predict the reactants needed to synthesize it. The reactants are: [Cl:1][C:2]1[C:3]([NH:18][C:19]2[CH:29]=[CH:28][CH:27]=[CH:26][C:20]=2[C:21]([NH:23][O:24][CH3:25])=[O:22])=[CH:4][C:5]([NH:8][C:9]2[N:13]([CH:14]([CH3:16])[CH3:15])[N:12]=[C:11]([CH3:17])[CH:10]=2)=[N:6][CH:7]=1.Cl.C(OCC)C. (3) The reactants are: [Cl:1][C:2]1[N:7]=[CH:6][C:5]([CH:8]=[N:9][C:10]2[C:15]([F:16])=[CH:14][C:13]([O:17][CH3:18])=[CH:12][C:11]=2[F:19])=[CH:4][CH:3]=1.C1(C)C=CC(S([CH2:29][N+:30]#[C-:31])(=O)=O)=CC=1.[CH3:33]C(C)([O-])C.[K+]. Given the product [Cl:1][C:2]1[CH:3]=[CH:4][C:5]([C:8]2[N:9]([C:10]3[C:11]([F:19])=[CH:12][C:13]([O:17][CH3:18])=[CH:14][C:15]=3[F:16])[CH:31]=[N:30][C:29]=2[CH3:33])=[CH:6][N:7]=1, predict the reactants needed to synthesize it. (4) Given the product [CH2:12]1[C:13]2[C:18](=[CH:17][CH:16]=[CH:15][CH:14]=2)[CH2:19][N:11]1[C:9]([C:4]1[CH:3]=[C:2]([C:20]2[CH:25]=[CH:24][CH:23]=[CH:22][CH:21]=2)[CH:7]=[CH:6][C:5]=1[OH:8])=[O:10], predict the reactants needed to synthesize it. The reactants are: Br[C:2]1[CH:7]=[CH:6][C:5]([OH:8])=[C:4]([C:9]([N:11]2[CH2:19][C:18]3[C:13](=[CH:14][CH:15]=[CH:16][CH:17]=3)[CH2:12]2)=[O:10])[CH:3]=1.[C:20]1(B(O)O)[CH:25]=[CH:24][CH:23]=[CH:22][CH:21]=1.N#N.